This data is from Catalyst prediction with 721,799 reactions and 888 catalyst types from USPTO. The task is: Predict which catalyst facilitates the given reaction. Reactant: [O:1]1[C:5]2[CH:6]=[CH:7][C:8]([C@@H:10]([NH:16][C:17]([O:19]C3C=CC([N+]([O-])=O)=CC=3)=O)[CH2:11][C:12]([O:14][CH3:15])=[O:13])=[CH:9][C:4]=2[O:3][CH2:2]1.[S:29]1[CH:33]=[CH:32][CH:31]=[C:30]1[CH2:34][N:35]([CH2:46][C:47]1[S:48][CH:49]=[CH:50][CH:51]=1)[C:36](=[O:45])[O:37][CH2:38][C@@H:39]([NH2:44])[CH2:40][CH2:41][CH2:42][CH3:43].C(N(CC)C(C)C)(C)C. Product: [O:1]1[C:5]2[CH:6]=[CH:7][C:8]([C@H:10]([CH2:11][C:12]([O:14][CH3:15])=[O:13])[NH:16][C:17](=[O:19])[NH:44][C@@H:39]([CH2:40][CH2:41][CH2:42][CH3:43])[CH2:38][O:37][C:36](=[O:45])[N:35]([CH2:46][C:47]3[S:48][CH:49]=[CH:50][CH:51]=3)[CH2:34][C:30]3[S:29][CH:33]=[CH:32][CH:31]=3)=[CH:9][C:4]=2[O:3][CH2:2]1. The catalyst class is: 26.